Dataset: Catalyst prediction with 721,799 reactions and 888 catalyst types from USPTO. Task: Predict which catalyst facilitates the given reaction. (1) Reactant: Cl.Cl.[CH3:3][S:4]([C:7]1[CH:12]=[CH:11][C:10]([C:13]2[CH:14]=[CH:15][C:16]([CH2:19][O:20][CH:21]3[CH2:26][CH2:25][N:24]([C:27]([O:29][C:30](C)(C)[CH3:31])=[O:28])[CH2:23][CH2:22]3)=[N:17][CH:18]=2)=[CH:9][CH:8]=1)(=[O:6])=[O:5].Cl.[CH2:35](N(CC)CC)C.C(Cl)(OC(OCC#C)=O)=O. Product: [CH3:3][S:4]([C:7]1[CH:12]=[CH:11][C:10]([C:13]2[CH:14]=[CH:15][C:16]([CH2:19][O:20][CH:21]3[CH2:22][CH2:23][N:24]([C:27]([O:29][CH2:30][C:31]#[CH:35])=[O:28])[CH2:25][CH2:26]3)=[N:17][CH:18]=2)=[CH:9][CH:8]=1)(=[O:6])=[O:5]. The catalyst class is: 2. (2) Reactant: [C:1]([N:4]1[C:12]2[C:7](=[CH:8][C:9]([C:13](OC(=O)C)([CH2:16][CH3:17])[CH2:14][CH3:15])=[CH:10][CH:11]=2)[CH:6]=[C:5]1C)(=[O:3])[CH3:2].[NH:23]1[C:31]2[C:26](=[CH:27][CH:28]=[CH:29][C:30]=2[NH:32][S:33]([CH3:36])(=[O:35])=[O:34])[CH:25]=[CH:24]1.C(O)(C(F)(F)F)=O. Product: [C:1]([N:4]1[C:12]2[C:7](=[CH:8][C:9]([C:13]([C:25]3[C:26]4[C:31](=[C:30]([NH:32][S:33]([CH3:36])(=[O:34])=[O:35])[CH:29]=[CH:28][CH:27]=4)[NH:23][CH:24]=3)([CH2:14][CH3:15])[CH2:16][CH3:17])=[CH:10][CH:11]=2)[CH:6]=[CH:5]1)(=[O:3])[CH3:2]. The catalyst class is: 2.